This data is from Forward reaction prediction with 1.9M reactions from USPTO patents (1976-2016). The task is: Predict the product of the given reaction. (1) Given the reactants C(O[C:6]([N:8]1[CH2:12][C:11](=[N:13][O:14][CH3:15])[CH2:10][C@H:9]1[C:16]([OH:18])=O)=[O:7])(C)(C)C.[C:19]1([C:28]2[CH:33]=[CH:32][CH:31]=[CH:30][CH:29]=2)[CH:24]=[CH:23][C:22](C(Cl)=O)=[CH:21][CH:20]=1.[NH2:34][CH2:35][CH2:36][C:37]([NH2:39])=[O:38], predict the reaction product. The product is: [NH2:39][C:37](=[O:38])[CH2:36][CH2:35][NH:34][C:16]([C@@H:9]1[CH2:10][C:11](=[N:13][O:14][CH3:15])[CH2:12][N:8]1[C:6]([C:31]1[CH:30]=[CH:29][C:28]([C:19]2[CH:20]=[CH:21][CH:22]=[CH:23][CH:24]=2)=[CH:33][CH:32]=1)=[O:7])=[O:18]. (2) Given the reactants [CH3:1][S:2][CH2:3][CH2:4][N:5]1[C:9]2[CH:10]=[CH:11][CH:12]=[CH:13][C:8]=2[N:7]=[C:6]1[CH2:14][N:15]1[C:19]2[CH:20]=[CH:21][CH:22]=[CH:23][C:18]=2[N:17]=[N:16]1.B1([O-])O[O:25]1.O.O.O.O.[Na+], predict the reaction product. The product is: [CH3:1][S:2]([CH2:3][CH2:4][N:5]1[C:9]2[CH:10]=[CH:11][CH:12]=[CH:13][C:8]=2[N:7]=[C:6]1[CH2:14][N:15]1[C:19]2[CH:20]=[CH:21][CH:22]=[CH:23][C:18]=2[N:17]=[N:16]1)=[O:25]. (3) Given the reactants C(OC(=O)[N:7]([CH2:25][CH:26]1[CH2:28][CH2:27]1)[C@@H:8]1[CH2:10][C@H:9]1[C:11]1[CH:16]=[CH:15][C:14]([NH:17][C:18]([C:20]2[CH:21]=[N:22][NH:23][CH:24]=2)=[O:19])=[CH:13][CH:12]=1)(C)(C)C.[ClH:30].COC1CCCC1, predict the reaction product. The product is: [ClH:30].[CH:26]1([CH2:25][NH:7][C@@H:8]2[CH2:10][C@H:9]2[C:11]2[CH:16]=[CH:15][C:14]([NH:17][C:18]([C:20]3[CH:21]=[N:22][NH:23][CH:24]=3)=[O:19])=[CH:13][CH:12]=2)[CH2:28][CH2:27]1. (4) Given the reactants [CH3:1][N:2]1[C:11]2[CH:10]=[CH:9][CH:8]=[C:7]3[N:12]([CH2:15][C:16]([O:18]C)=[O:17])[C:13](=[O:14])[N:5]([C:6]=23)[CH2:4][C:3]1=[O:20].[OH-].[Na+:22].Cl, predict the reaction product. The product is: [CH3:1][N:2]1[C:11]2[CH:10]=[CH:9][CH:8]=[C:7]3[N:12]([CH2:15][C:16]([O-:18])=[O:17])[C:13](=[O:14])[N:5]([C:6]=23)[CH2:4][C:3]1=[O:20].[Na+:22]. (5) Given the reactants [F:1][C:2]1[CH:3]=[C:4]([C:16](OC)=[O:17])[C:5]2[O:9][C:8]([CH2:10][CH2:11][CH:12]([CH3:14])[CH3:13])=[CH:7][C:6]=2[CH:15]=1.[H-].[H-].[H-].[H-].[Li+].[Al+3], predict the reaction product. The product is: [F:1][C:2]1[CH:3]=[C:4]([CH2:16][OH:17])[C:5]2[O:9][C:8]([CH2:10][CH2:11][CH:12]([CH3:14])[CH3:13])=[CH:7][C:6]=2[CH:15]=1. (6) Given the reactants [C:1]([NH:14][C@H:15]([C:19]([OH:21])=O)[CH:16]([CH3:18])[CH3:17])(=[O:13])[CH2:2][CH2:3][CH2:4][CH2:5][CH2:6][CH2:7][CH2:8][CH2:9][CH2:10][CH2:11][CH3:12].O.ON1C(=O)CCC1=O.C(Cl)(Cl)Cl.[CH:35]1([NH2:41])[CH2:40][CH2:39][CH2:38][CH2:37][CH2:36]1, predict the reaction product. The product is: [CH:35]1([NH:41][C:19](=[O:21])[C@H:15]([CH:16]([CH3:17])[CH3:18])[NH:14][C:1](=[O:13])[CH2:2][CH2:3][CH2:4][CH2:5][CH2:6][CH2:7][CH2:8][CH2:9][CH2:10][CH2:11][CH3:12])[CH2:40][CH2:39][CH2:38][CH2:37][CH2:36]1. (7) Given the reactants [NH2:1][C:2]1[CH:3]=[CH:4][C:5]2[C:11]([CH3:13])([CH3:12])[CH2:10][CH2:9][C:8](=[O:14])[N:7]([CH2:15][CH3:16])[C:6]=2[CH:17]=1.Cl[C:19]1[N:24]=[C:23]([NH:25][C:26]2[C:37]([F:38])=[CH:36][CH:35]=[CH:34][C:27]=2[C:28]([NH:30][CH2:31][C:32]#[CH:33])=[O:29])[C:22]([Cl:39])=[CH:21][N:20]=1, predict the reaction product. The product is: [Cl:39][C:22]1[C:23]([NH:25][C:26]2[C:37]([F:38])=[CH:36][CH:35]=[CH:34][C:27]=2[C:28]([NH:30][CH2:31][C:32]#[CH:33])=[O:29])=[N:24][C:19]([NH:1][C:2]2[CH:3]=[CH:4][C:5]3[C:11]([CH3:12])([CH3:13])[CH2:10][CH2:9][C:8](=[O:14])[N:7]([CH2:15][CH3:16])[C:6]=3[CH:17]=2)=[N:20][CH:21]=1. (8) Given the reactants [C:1]([N:5]1[C:9]2[CH:10]=[CH:11][C:12]([C:14]3[CH:15]=[N:16][CH:17]=[C:18]([O:20][CH3:21])[CH:19]=3)=[CH:13][C:8]=2[N:7]=[C:6]1[C:22]1[CH:23]=[C:24]([CH:29]=[CH:30][CH:31]=1)[C:25]([NH:27][OH:28])=[NH:26])([CH3:4])([CH3:3])[CH3:2].[CH2:32]([O:34][C:35](=[O:39])[C:36](Cl)=O)[CH3:33].C(N(C(C)C)CC)(C)C, predict the reaction product. The product is: [CH2:32]([O:34][C:35]([C:36]1[O:28][N:27]=[C:25]([C:24]2[CH:29]=[CH:30][CH:31]=[C:22]([C:6]3[N:5]([C:1]([CH3:4])([CH3:2])[CH3:3])[C:9]4[CH:10]=[CH:11][C:12]([C:14]5[CH:15]=[N:16][CH:17]=[C:18]([O:20][CH3:21])[CH:19]=5)=[CH:13][C:8]=4[N:7]=3)[CH:23]=2)[N:26]=1)=[O:39])[CH3:33]. (9) Given the reactants [Cl:1][C:2]1[CH:7]=[C:6]([Cl:8])[CH:5]=[CH:4][C:3]=1[C:9]1[N:10]=[CH:11][N:12]([CH3:21])[C:13]=1[C:14]1[CH:19]=[CH:18][C:17]([Cl:20])=[CH:16][CH:15]=1.C([Li])CCC.Cl[C:28]([O:30][CH2:31][CH3:32])=[O:29], predict the reaction product. The product is: [Cl:1][C:2]1[CH:7]=[C:6]([Cl:8])[CH:5]=[CH:4][C:3]=1[C:9]1[N:10]=[C:11]([C:28]([O:30][CH2:31][CH3:32])=[O:29])[N:12]([CH3:21])[C:13]=1[C:14]1[CH:19]=[CH:18][C:17]([Cl:20])=[CH:16][CH:15]=1.